Predict the product of the given reaction. From a dataset of Forward reaction prediction with 1.9M reactions from USPTO patents (1976-2016). Given the reactants [CH3:1][C:2]([CH3:4])=O.[NH2:5][CH2:6][CH2:7][N:8]1[C:20]2[CH:19]=[CH:18][C:17]([C:21](=[O:23])[CH3:22])=[CH:16][C:15]=2[C:14]2[C:9]1=[CH:10][CH:11]=[C:12]([C:24](=[O:26])[CH3:25])[CH:13]=2.C([O-])(O)=O.[Na+].Cl, predict the reaction product. The product is: [CH:2]([NH:5][CH2:6][CH2:7][N:8]1[C:20]2[CH:19]=[CH:18][C:17]([C:21](=[O:23])[CH3:22])=[CH:16][C:15]=2[C:14]2[C:9]1=[CH:10][CH:11]=[C:12]([C:24](=[O:26])[CH3:25])[CH:13]=2)([CH3:4])[CH3:1].